Dataset: Peptide-MHC class II binding affinity with 134,281 pairs from IEDB. Task: Regression. Given a peptide amino acid sequence and an MHC pseudo amino acid sequence, predict their binding affinity value. This is MHC class II binding data. (1) The peptide sequence is LQFAKLTGFTLMGKG. The MHC is DRB1_1501 with pseudo-sequence DRB1_1501. The binding affinity (normalized) is 0.745. (2) The peptide sequence is YDKYLANVSTVLTGK. The MHC is DRB1_1001 with pseudo-sequence DRB1_1001. The binding affinity (normalized) is 0.699. (3) The peptide sequence is IHIGDSSKVTITDTT. The MHC is HLA-DPA10201-DPB10101 with pseudo-sequence HLA-DPA10201-DPB10101. The binding affinity (normalized) is 0. (4) The peptide sequence is AGDGDVVAVDIKEKG. The MHC is DRB4_0101 with pseudo-sequence DRB4_0103. The binding affinity (normalized) is 0. (5) The peptide sequence is RAYRNALSMMPEAMT. The MHC is DRB4_0103 with pseudo-sequence DRB4_0103. The binding affinity (normalized) is 0.468.